Dataset: Reaction yield outcomes from USPTO patents with 853,638 reactions. Task: Predict the reaction yield, written as a fraction of the theoretical maximum amount of product (1.0 means a 100% yield; for example, 0.34 means a 34% yield). (1) The reactants are [F:1][C:2]1[CH:7]=[C:6]([N+:8]([O-:10])=[O:9])[CH:5]=[C:4]([F:11])[C:3]=1[N:12]1[CH2:17][CH2:16][NH:15][CH2:14][CH2:13]1.[CH3:18][C:19]([O:22][C:23](O[C:23]([O:22][C:19]([CH3:21])([CH3:20])[CH3:18])=[O:24])=[O:24])([CH3:21])[CH3:20]. The catalyst is C1COCC1. The product is [C:19]([O:22][C:23]([N:15]1[CH2:14][CH2:13][N:12]([C:3]2[C:4]([F:11])=[CH:5][C:6]([N+:8]([O-:10])=[O:9])=[CH:7][C:2]=2[F:1])[CH2:17][CH2:16]1)=[O:24])([CH3:21])([CH3:20])[CH3:18]. The yield is 0.960. (2) The reactants are [F:1][C:2]1[CH:7]=[CH:6][CH:5]=[CH:4][C:3]=1[N:8]1[CH:12]=[CH:11][N:10]([CH:13]2[CH2:18][CH2:17][N:16]([C:19]([O:21][C:22]([CH3:25])([CH3:24])[CH3:23])=[O:20])[CH2:15][CH2:14]2)[C:9]1=[O:26].[H][H]. The catalyst is CO.[Pt](=O)=O. The product is [F:1][C:2]1[CH:7]=[CH:6][CH:5]=[CH:4][C:3]=1[N:8]1[CH2:12][CH2:11][N:10]([CH:13]2[CH2:18][CH2:17][N:16]([C:19]([O:21][C:22]([CH3:24])([CH3:23])[CH3:25])=[O:20])[CH2:15][CH2:14]2)[C:9]1=[O:26]. The yield is 0.450. (3) The reactants are S(Cl)([Cl:3])=O.O[CH2:6][C:7]1[CH:8]=[C:9]2[C:13](=[CH:14][CH:15]=1)[CH:12]([NH:16][S:17]([CH:20]([CH3:22])[CH3:21])(=[O:19])=[O:18])[CH2:11][CH2:10]2. The catalyst is C(Cl)Cl. The product is [Cl:3][CH2:6][C:7]1[CH:8]=[C:9]2[C:13](=[CH:14][CH:15]=1)[CH:12]([NH:16][S:17]([CH:20]([CH3:22])[CH3:21])(=[O:19])=[O:18])[CH2:11][CH2:10]2. The yield is 0.510. (4) The reactants are [CH3:1][C:2]1([CH3:17])[C:10]2[C:5](=[CH:6][C:7]([N+:11]([O-])=O)=[CH:8][CH:9]=2)[N:4]([C:14](=[O:16])[CH3:15])[CH2:3]1. The catalyst is CO.[Pd]. The product is [NH2:11][C:7]1[CH:6]=[C:5]2[C:10]([C:2]([CH3:17])([CH3:1])[CH2:3][N:4]2[C:14](=[O:16])[CH3:15])=[CH:9][CH:8]=1. The yield is 0.610. (5) The reactants are [CH3:1][C:2]([N:9]([C:17](=[O:22])[C:18](OC)=[O:19])[CH2:10][C:11]1[CH:16]=[CH:15][CH:14]=[CH:13][CH:12]=1)([CH3:8])[CH2:3][C:4]([O:6][CH3:7])=[O:5].C[O-].[Na+]. The catalyst is C1(C)C=CC=CC=1.CO. The product is [CH3:1][C:2]1([CH3:8])[CH:3]([C:4]([O:6][CH3:7])=[O:5])[C:18](=[O:19])[C:17](=[O:22])[N:9]1[CH2:10][C:11]1[CH:16]=[CH:15][CH:14]=[CH:13][CH:12]=1. The yield is 0.880. (6) The reactants are CO[C:3](=O)[CH2:4][CH2:5][CH2:6][C:7]1[O:8][CH:9]=[C:10]([C:12]2[CH:17]=[CH:16][CH:15]=[CH:14][C:13]=2[N+:18]([O-:20])=[O:19])[N:11]=1.BrCC(C1C=CC=CC=1[N+]([O-])=O)=O.[CH2:35]([O:37][C:38](=[O:47])[CH2:39]CCCCC(=O)N)[CH3:36]. No catalyst specified. The product is [CH2:35]([O:37][C:38](=[O:47])[CH2:39][CH2:3][CH2:4][CH2:5][CH2:6][C:7]1[O:8][CH:9]=[C:10]([C:12]2[CH:17]=[CH:16][CH:15]=[CH:14][C:13]=2[N+:18]([O-:20])=[O:19])[N:11]=1)[CH3:36]. The yield is 0.260.